From a dataset of Reaction yield outcomes from USPTO patents with 853,638 reactions. Predict the reaction yield, written as a fraction of the theoretical maximum amount of product (1.0 means a 100% yield; for example, 0.34 means a 34% yield). (1) The reactants are C[O:2][C:3](=O)[C@@H:4]([CH2:13][C@@H:14]([C:16]([F:19])([F:18])[F:17])[CH3:15])[NH:5][C:6]([O:8][C:9]([CH3:12])([CH3:11])[CH3:10])=[O:7].[BH4-].[Na+]. The catalyst is CO. The product is [C:6]([NH:5][C@@H:4]([CH2:3][OH:2])[CH2:13][C@@H:14]([C:16]([F:19])([F:18])[F:17])[CH3:15])([O:8][C:9]([CH3:12])([CH3:11])[CH3:10])=[O:7]. The yield is 0.940. (2) The yield is 0.990. The reactants are [CH2:1]([O:3][C:4]([C:6]1[NH:7][CH:8]=[CH:9][C:10]=1[NH2:11])=[O:5])[CH3:2].[NH:12]1[CH:16]=[CH:15][N:14]=[C:13]1[CH:17]=O.[BH3-]C#N.[Na+]. The catalyst is CO. The product is [NH:12]1[CH:16]=[CH:15][N:14]=[C:13]1[CH2:17][NH:11][C:10]1[CH:9]=[CH:8][NH:7][C:6]=1[C:4]([O:3][CH2:1][CH3:2])=[O:5].